From a dataset of Experimentally validated miRNA-target interactions with 360,000+ pairs, plus equal number of negative samples. Binary Classification. Given a miRNA mature sequence and a target amino acid sequence, predict their likelihood of interaction. (1) The miRNA is mmu-miR-384-3p with sequence AUUCCUAGAAAUUGUUCACAAU. The protein sequence of the target gene is MTLRLLEDWCRGMDMNPRKALLVAGIPPTCGVADIEEALQAGLAPLGEHRLLGRMFRRDENKNVALIGLTVETGSALVPKEIPAKGGVWRVIFKPPDTDSDFLCRLNEFLKGEGMTMGELTRVLGNRNDPLGLDPGIMIPEIRAPMLAQALNEALKPTLQYLRYKKLSVFSGRDPPGPGEEEFESWMFHTSQVMKTWQVSDVEKRRRLIESLRGPAFEIIRVLKINNPFITVAECLKTLETIFGIIDNPRALQVKYLTTYQKTDEKLSAYVLRLEPLLQKLVQKGAIEKEVVNQARLDQV.... Result: 1 (interaction). (2) The miRNA is hsa-miR-4632-3p with sequence UGCCGCCCUCUCGCUGCUCUAG. The protein sequence of the target gene is MADDLEQQPQGWLSSWLPTWRPTSMSQLKNVEARILQCLQNKFLARYVSLPNQNKIWTVTVSPEQKDRTPLVMVHGFGGGVGLWILNMDSLSARRTLHTFDLLGFGRSSRPTFPRDPEGAEDEFVASIETWRETMGIPTMILLGHSLGGFLATSYSIKYPERVKHLILVDPWGFPLRPTDPSEIRAPPTWVKAVASVLGRSNPLAVLRVAGPWGPGLVQRFRPDFKRKFADFFEDDTISEYIYHCNAQNPSGETAFKAMMESFGWARRPMLERIHLIRKDVPITMIYGANTWIDTSTGKK.... Result: 0 (no interaction).